From a dataset of Catalyst prediction with 721,799 reactions and 888 catalyst types from USPTO. Predict which catalyst facilitates the given reaction. (1) Reactant: [C:1]([O:5][CH2:6][CH2:7][C:8]1[CH:13]=[CH:12][C:11]([N:14]2[C:18]3[CH:19]=[CH:20][C:21]([NH2:23])=[CH:22][C:17]=3[N:16]=[C:15]2[CH2:24][CH3:25])=[CH:10][CH:9]=1)(=[O:4])[CH2:2][CH3:3].[CH3:26][S:27](Cl)(=[O:29])=[O:28].N1C=CC=CC=1.C(O)(=O)CC(CC(O)=O)(C(O)=O)O. Product: [C:1]([O:5][CH2:6][CH2:7][C:8]1[CH:9]=[CH:10][C:11]([N:14]2[C:18]3[CH:19]=[CH:20][C:21]([NH:23][S:27]([CH3:26])(=[O:29])=[O:28])=[CH:22][C:17]=3[N:16]=[C:15]2[CH2:24][CH3:25])=[CH:12][CH:13]=1)(=[O:4])[CH2:2][CH3:3]. The catalyst class is: 4. (2) Reactant: [C:1]1([CH2:7][O:8][N:9]2[C:15](=[O:16])[N:14]3[CH2:17][C@H:10]2[CH2:11][CH2:12][C@H:13]3[C:18]([OH:20])=O)[CH:6]=[CH:5][CH:4]=[CH:3][CH:2]=1.C(N(CC)CC)C.[I-].ClC1C=CC=C[N+]=1C.[C:37]([NH:44][CH2:45][C:46]1[CH:52]=[CH:51][C:49]([NH2:50])=[CH:48][CH:47]=1)([O:39][C:40]([CH3:43])([CH3:42])[CH3:41])=[O:38]. Product: [C:40]([O:39][C:37](=[O:38])[NH:44][CH2:45][C:46]1[CH:47]=[CH:48][C:49]([NH:50][C:18]([C@@H:13]2[CH2:12][CH2:11][C@@H:10]3[CH2:17][N:14]2[C:15](=[O:16])[N:9]3[O:8][CH2:7][C:1]2[CH:2]=[CH:3][CH:4]=[CH:5][CH:6]=2)=[O:20])=[CH:51][CH:52]=1)([CH3:43])([CH3:41])[CH3:42]. The catalyst class is: 4. (3) Reactant: [Cl:1][C:2]1[CH:7]=[CH:6][C:5]([S:8]([N:11]([C:15]2[C:16]([C:22](=[O:32])[C:23]3[C:28]([CH3:29])=[CH:27][CH:26]=[CH:25][C:24]=3[O:30][CH3:31])=[N:17][CH:18]=[C:19]([Cl:21])[CH:20]=2)COC)(=[O:10])=[O:9])=[CH:4][C:3]=1[CH3:33].Cl.O. Product: [Cl:1][C:2]1[CH:7]=[CH:6][C:5]([S:8]([NH:11][C:15]2[C:16]([C:22](=[O:32])[C:23]3[C:28]([CH3:29])=[CH:27][CH:26]=[CH:25][C:24]=3[O:30][CH3:31])=[N:17][CH:18]=[C:19]([Cl:21])[CH:20]=2)(=[O:10])=[O:9])=[CH:4][C:3]=1[CH3:33]. The catalyst class is: 12.